Task: Predict the product of the given reaction.. Dataset: Forward reaction prediction with 1.9M reactions from USPTO patents (1976-2016) (1) The product is: [CH2:1]([N:3]1[CH2:8][CH2:7][CH2:6][CH2:5][CH:4]1[C:9]1[CH:10]=[CH:11][C:12]([CH2:15][CH2:16][NH:17][C:32]([C:29]2[CH:28]=[CH:27][C:26]([C:23]3[CH:24]=[CH:25][C:20]([Cl:19])=[CH:21][CH:22]=3)=[CH:31][CH:30]=2)=[O:33])=[CH:13][CH:14]=1)[CH3:2]. Given the reactants [CH2:1]([N:3]1[CH2:8][CH2:7][CH2:6][CH2:5][CH:4]1[C:9]1[CH:14]=[CH:13][C:12]([CH2:15][CH2:16][NH2:17])=[CH:11][CH:10]=1)[CH3:2].I.[Cl:19][C:20]1[CH:25]=[CH:24][C:23]([C:26]2[CH:31]=[CH:30][C:29]([C:32](O)=[O:33])=[CH:28][CH:27]=2)=[CH:22][CH:21]=1, predict the reaction product. (2) The product is: [O:1]=[C:2]1[N:7]([CH2:8][C:9]([NH:26][C@H:24]([C:21]2[CH:20]=[CH:19][C:18]([C:17]([F:16])([F:27])[F:28])=[CH:23][CH:22]=2)[CH3:25])=[O:11])[N:6]=[N:5][C:4]2[CH:12]=[CH:13][CH:14]=[CH:15][C:3]1=2. Given the reactants [O:1]=[C:2]1[N:7]([CH2:8][C:9]([OH:11])=O)[N:6]=[N:5][C:4]2[CH:12]=[CH:13][CH:14]=[CH:15][C:3]1=2.[F:16][C:17]([F:28])([F:27])[C:18]1[CH:23]=[CH:22][C:21]([C@@H:24]([NH2:26])[CH3:25])=[CH:20][CH:19]=1, predict the reaction product. (3) Given the reactants [NH2:1][CH2:2][C@H:3]1[N:8]([C:9]([C:11]2[N:12]=[C:13]([CH3:23])[S:14][C:15]=2[C:16]2[CH:17]=[C:18]([CH3:22])[CH:19]=[CH:20][CH:21]=2)=[O:10])[CH2:7][C@@H:6]2[C@H:4]1[CH2:5]2.[N:24]1[O:25][C:26]([C:33](O)=[O:34])=[C:27]2[CH:32]=[CH:31][CH:30]=[CH:29][C:28]=12, predict the reaction product. The product is: [CH3:23][C:13]1[S:14][C:15]([C:16]2[CH:17]=[C:18]([CH3:22])[CH:19]=[CH:20][CH:21]=2)=[C:11]([C:9]([N:8]2[CH2:7][C@@H:6]3[C@@H:4]([CH2:5]3)[C@H:3]2[CH2:2][NH:1][C:33]([C:26]2[O:25][N:24]=[C:28]3[CH:29]=[CH:30][CH:31]=[CH:32][C:27]=23)=[O:34])=[O:10])[N:12]=1. (4) Given the reactants [S:1](Cl)([C:4]1[C:16]2[CH:15]=[CH:14][CH:13]=[C:9]([N:10]([CH3:12])[CH3:11])[C:8]=2[CH:7]=[CH:6][CH:5]=1)(=[O:3])=[O:2].ClCCl.C(N(CC)CC)C.[CH2:28]([NH2:31])[C:29]#[CH:30], predict the reaction product. The product is: [S:1]([NH:31][CH2:28][C:29]#[CH:30])([C:4]1[C:16]2[CH:15]=[CH:14][CH:13]=[C:9]([N:10]([CH3:12])[CH3:11])[C:8]=2[CH:7]=[CH:6][CH:5]=1)(=[O:3])=[O:2].